Task: Regression. Given a peptide amino acid sequence and an MHC pseudo amino acid sequence, predict their binding affinity value. This is MHC class I binding data.. Dataset: Peptide-MHC class I binding affinity with 185,985 pairs from IEDB/IMGT (1) The peptide sequence is LMCHATFTM. The MHC is H-2-Kb with pseudo-sequence H-2-Kb. The binding affinity (normalized) is 0.296. (2) The peptide sequence is QSYVDRFYK. The MHC is HLA-A11:01 with pseudo-sequence HLA-A11:01. The binding affinity (normalized) is 0.851. (3) The peptide sequence is MFAVGTWMM. The MHC is HLA-A03:01 with pseudo-sequence HLA-A03:01. The binding affinity (normalized) is 0.0847. (4) The peptide sequence is LALEGSLQK. The MHC is HLA-A03:01 with pseudo-sequence HLA-A03:01. The binding affinity (normalized) is 0.285. (5) The peptide sequence is CEKALKYLPI. The MHC is HLA-B18:01 with pseudo-sequence HLA-B18:01. The binding affinity (normalized) is 0.0501. (6) The peptide sequence is RQFPTAFEF. The MHC is H-2-Dd with pseudo-sequence H-2-Dd. The binding affinity (normalized) is 0.395. (7) The peptide sequence is NLGQHIYET. The MHC is HLA-A02:03 with pseudo-sequence HLA-A02:03. The binding affinity (normalized) is 0.561.